This data is from Full USPTO retrosynthesis dataset with 1.9M reactions from patents (1976-2016). The task is: Predict the reactants needed to synthesize the given product. (1) Given the product [CH2:1]([O:8][C:9]1[CH:18]=[C:17]2[C:12]([C:13]([Cl:22])=[N:14][CH:15]=[N:16]2)=[CH:11][C:10]=1[O:20][CH3:21])[C:2]1[CH:7]=[CH:6][CH:5]=[CH:4][CH:3]=1, predict the reactants needed to synthesize it. The reactants are: [CH2:1]([O:8][C:9]1[CH:18]=[C:17]2[C:12]([C:13](=O)[NH:14][CH:15]=[N:16]2)=[CH:11][C:10]=1[O:20][CH3:21])[C:2]1[CH:7]=[CH:6][CH:5]=[CH:4][CH:3]=1.[ClH:22].C(N(CC)CC)C.C1(OC)C=CC=CC=1.C(N(CC)C(C)C)(C)C. (2) Given the product [Cl:1][C:2]1[CH:3]=[C:4]([NH:23][C:24]([NH:26][C:27]2[C:28]([CH3:37])=[CH:29][C:30]([CH2:34][CH2:35][CH3:36])=[CH:31][C:32]=2[CH3:33])=[O:25])[C:5]([C:8]([NH:10][C:11]2([C:19]([O:21][CH3:22])=[O:20])[CH2:18][CH2:17][CH2:16][CH2:15][CH2:14][CH2:13][CH2:12]2)=[O:9])=[N:6][CH:7]=1, predict the reactants needed to synthesize it. The reactants are: [Cl:1][C:2]1[CH:3]=[C:4]([NH:23][C:24]([NH:26][C:27]2[C:32]([CH3:33])=[CH:31][C:30]([CH2:34][CH:35]=[CH2:36])=[CH:29][C:28]=2[CH3:37])=[O:25])[C:5]([C:8]([NH:10][C:11]2([C:19]([O:21][CH3:22])=[O:20])[CH2:18][CH2:17][CH2:16][CH2:15][CH2:14][CH2:13][CH2:12]2)=[O:9])=[N:6][CH:7]=1.